Dataset: Full USPTO retrosynthesis dataset with 1.9M reactions from patents (1976-2016). Task: Predict the reactants needed to synthesize the given product. (1) Given the product [NH2:1][C:2]1[C:3]([C:9]2[CH:18]=[CH:17][C:12]([C:13]([O:15][CH3:16])=[O:14])=[C:11]([F:19])[CH:10]=2)=[N:4][C:5]([CH:29]2[CH2:20][CH2:21]2)=[CH:6][N:7]=1, predict the reactants needed to synthesize it. The reactants are: [NH2:1][C:2]1[C:3]([C:9]2[CH:18]=[CH:17][C:12]([C:13]([O:15][CH3:16])=[O:14])=[C:11]([F:19])[CH:10]=2)=[N:4][C:5](Br)=[CH:6][N:7]=1.[C:20]12(P(C34CC5CC(CC(C5)C3)C4)CCCC)[CH2:29]C3CC(CC(C3)[CH2:21]1)C2.C(=O)([O-])[O-].[Cs+].[Cs+]. (2) Given the product [C:14]1([C:22]2[CH:23]=[CH:24][CH:25]=[CH:26][CH:27]=2)[CH:19]=[CH:18][CH:17]=[CH:16][C:15]=1[CH2:20][N:11]1[CH2:12][CH2:13][N:8]([C:4]2[CH:5]=[CH:6][CH:7]=[C:2]([CH3:1])[CH:3]=2)[CH2:9][CH2:10]1, predict the reactants needed to synthesize it. The reactants are: [CH3:1][C:2]1[CH:3]=[C:4]([N:8]2[CH2:13][CH2:12][NH:11][CH2:10][CH2:9]2)[CH:5]=[CH:6][CH:7]=1.[C:14]1([C:22]2[CH:27]=[CH:26][CH:25]=[CH:24][CH:23]=2)[C:15]([CH:20]=O)=[CH:16][CH:17]=[CH:18][CH:19]=1.[BH-](OC(C)=O)(OC(C)=O)OC(C)=O.[Na+].C1(C2C=CC=CC=2)C=CC=CC=1CN1CCN(C2C=CC=CC=2)CC1. (3) Given the product [O:29]=[S:2]1(=[O:1])[C:8]2[CH:9]=[C:10]([O:14][CH2:31][C:32]([O:34][CH2:35][CH3:36])=[O:33])[C:11]([Br:13])=[CH:12][C:7]=2[N:6]([C:15]2[CH:20]=[CH:19][CH:18]=[CH:17][CH:16]=2)[CH2:5][C:4]([CH2:25][CH2:26][CH2:27][CH3:28])([CH2:21][CH2:22][CH2:23][CH3:24])[CH2:3]1, predict the reactants needed to synthesize it. The reactants are: [O:1]=[S:2]1(=[O:29])[C:8]2[CH:9]=[C:10]([OH:14])[C:11]([Br:13])=[CH:12][C:7]=2[N:6]([C:15]2[CH:20]=[CH:19][CH:18]=[CH:17][CH:16]=2)[CH2:5][C:4]([CH2:25][CH2:26][CH2:27][CH3:28])([CH2:21][CH2:22][CH2:23][CH3:24])[CH2:3]1.Br[CH2:31][C:32]([O:34][CH2:35][CH3:36])=[O:33].C(=O)([O-])[O-].[Na+].[Na+]. (4) Given the product [Br:12][CH2:13][CH2:14][CH2:15][CH2:16][N:2]1[CH2:3][CH2:4][C:5]2[C:10](=[CH:9][CH:8]=[CH:7][CH:6]=2)[C:1]1=[O:11], predict the reactants needed to synthesize it. The reactants are: [C:1]1(=[O:11])[C:10]2[C:5](=[CH:6][CH:7]=[CH:8][CH:9]=2)[CH2:4][CH2:3][NH:2]1.[Br:12][CH2:13][CH2:14][CH2:15][CH2:16]Br. (5) Given the product [CH2:1]([O:8][C:9]([N:11]1[CH2:20][CH2:19][C:18]2[C:13](=[CH:14][CH:15]=[CH:16][CH:17]=2)[CH:12]1[C:21]1[CH:26]=[C:25]([C:27](=[O:38])[NH2:28])[CH:24]=[CH:23][C:22]=1[O:29][CH2:30][C:31]([OH:33])=[O:32])=[O:10])[C:2]1[CH:3]=[CH:4][CH:5]=[CH:6][CH:7]=1, predict the reactants needed to synthesize it. The reactants are: [CH2:1]([O:8][C:9]([N:11]1[CH2:20][CH2:19][C:18]2[C:13](=[CH:14][CH:15]=[CH:16][CH:17]=2)[CH:12]1[C:21]1[CH:26]=[C:25]([C:27]#[N:28])[CH:24]=[CH:23][C:22]=1[O:29][CH2:30][C:31]([O:33]CC)=[O:32])=[O:10])[C:2]1[CH:7]=[CH:6][CH:5]=[CH:4][CH:3]=1.CC[OH:38]. (6) Given the product [N:26]1[CH:27]=[CH:28][CH:29]=[CH:30][C:25]=1[C:2]1[CH:7]=[CH:6][N:5]2[N:8]=[CH:9][C:10]([C:11]([O:13][CH2:14][CH3:15])=[O:12])=[C:4]2[N:3]=1, predict the reactants needed to synthesize it. The reactants are: Cl[C:2]1[CH:7]=[CH:6][N:5]2[N:8]=[CH:9][C:10]([C:11]([O:13][CH2:14][CH3:15])=[O:12])=[C:4]2[N:3]=1.CC12CO[B-]([C:25]3[CH:30]=[CH:29][CH:28]=[CH:27][N:26]=3)(OC1)OC2.[Li+].C1(P(C2C=CC=CC=2)C2C=CC=CC=2)C=CC=CC=1. (7) The reactants are: [Br:1][C:2]1[C:3]([CH3:12])=[C:4]([C:8]([O:10][CH3:11])=[O:9])[S:5][C:6]=1Br.C(=O)([O-])[O-].[K+].[K+].[C:19]1([SH:25])[CH:24]=[CH:23][CH:22]=[CH:21][CH:20]=1.O. Given the product [Br:1][C:2]1[C:3]([CH3:12])=[C:4]([C:8]([O:10][CH3:11])=[O:9])[S:5][C:6]=1[S:25][C:19]1[CH:24]=[CH:23][CH:22]=[CH:21][CH:20]=1, predict the reactants needed to synthesize it. (8) Given the product [OH:18][C:19]([CH3:35])([CH3:34])[CH2:20][O:1][C:2]1[CH:3]=[CH:4][C:5]2[N:6]([N:11]=[CH:12][C:13]=2[C:14]([OH:16])=[O:15])[C:7]=1[CH2:8][O:9][CH3:10], predict the reactants needed to synthesize it. The reactants are: [OH:1][C:2]1[CH:3]=[CH:4][C:5]2[N:6]([N:11]=[CH:12][C:13]=2[C:14]([O:16]C)=[O:15])[C:7]=1[CH2:8][O:9][CH3:10].[OH:18][C:19]([CH3:35])([CH3:34])[CH2:20]OC1C=CC2N(N=CC=2C(O)=O)C=1.O1CC1. (9) The reactants are: [NH2:1][C:2]1[CH:3]=[C:4]([C:8]2[CH:15]=[CH:14][C:11]([C:12]#[N:13])=[C:10]([Cl:16])[CH:9]=2)[CH:5]=[N:6][CH:7]=1.[CH3:17][O:18][C:19]1[CH:24]=[CH:23][C:22]([S:25](Cl)(=[O:27])=[O:26])=[CH:21][CH:20]=1. Given the product [Cl:16][C:10]1[CH:9]=[C:8]([C:4]2[CH:3]=[C:2]([NH:1][S:25]([C:22]3[CH:21]=[CH:20][C:19]([O:18][CH3:17])=[CH:24][CH:23]=3)(=[O:27])=[O:26])[CH:7]=[N:6][CH:5]=2)[CH:15]=[CH:14][C:11]=1[C:12]#[N:13], predict the reactants needed to synthesize it.